This data is from Forward reaction prediction with 1.9M reactions from USPTO patents (1976-2016). The task is: Predict the product of the given reaction. (1) Given the reactants [C:1]([CH2:9][CH2:10][C:11]([OH:13])=O)(=[O:8])[C:2]1[CH:7]=[CH:6][CH:5]=[CH:4][CH:3]=1.C(N(CC)CC)C.CC(C)(C)C(Cl)=O.[CH3:28][NH:29][O:30][CH3:31].Cl, predict the reaction product. The product is: [CH3:31][O:30][N:29]([CH3:28])[C:11]([CH2:10][CH2:9][C:1]([C:2]1[CH:3]=[CH:4][CH:5]=[CH:6][CH:7]=1)=[O:8])=[O:13]. (2) The product is: [NH:25]1[CH2:26][CH2:27][CH:22]([CH2:21][CH2:20][CH2:19][CH:28]2[CH2:29][CH2:30][N:31]([C:9]([O:11][C:12]([CH3:13])([CH3:14])[CH3:15])=[O:10])[CH2:32][CH2:33]2)[CH2:23][CH2:24]1. Given the reactants [C:9](O[C:9]([O:11][C:12]([CH3:15])([CH3:14])[CH3:13])=[O:10])([O:11][C:12]([CH3:15])([CH3:14])[CH3:13])=[O:10].ClCCl.[CH2:19]([CH:28]1[CH2:33][CH2:32][NH:31][CH2:30][CH2:29]1)[CH2:20][CH2:21][CH:22]1[CH2:27][CH2:26][NH:25][CH2:24][CH2:23]1, predict the reaction product. (3) Given the reactants C([Sn](CCCC)(CCCC)[C:6]1[S:10][CH:9]=[N:8][CH:7]=1)CCC.[F:19][C:20]1[CH:27]=[CH:26][C:25](I)=[CH:24][C:21]=1[C:22]#[N:23].N#N, predict the reaction product. The product is: [F:19][C:20]1[CH:27]=[CH:26][C:25]([C:6]2[S:10][CH:9]=[N:8][CH:7]=2)=[CH:24][C:21]=1[C:22]#[N:23]. (4) Given the reactants [NH2:1][C:2]1[CH:3]=[C:4]([OH:8])[CH:5]=[CH:6][CH:7]=1.[CH:9]1([C:14](Cl)=[O:15])[CH2:13][CH2:12][CH2:11][CH2:10]1, predict the reaction product. The product is: [OH:8][C:4]1[CH:3]=[C:2]([NH:1][C:14]([CH:9]2[CH2:13][CH2:12][CH2:11][CH2:10]2)=[O:15])[CH:7]=[CH:6][CH:5]=1. (5) The product is: [C:18]([N:7]1[CH:2]([CH3:1])[CH2:3][C:4](=[O:11])[C:5]2[S:10][CH:9]=[CH:8][C:6]1=2)(=[O:20])[CH3:19]. Given the reactants [CH3:1][CH:2]1[NH:7][C:6]2[CH:8]=[CH:9][S:10][C:5]=2[C:4](=[O:11])[CH2:3]1.N1C=CC=CC=1.[C:18](Cl)(=[O:20])[CH3:19].C(O)C, predict the reaction product. (6) Given the reactants [CH2:1]([O:3][C:4]1[CH:5]=[C:6]([O:22][C:23]2[CH:24]=[N:25][C:26]([S:29]([CH3:32])(=[O:31])=[O:30])=[CH:27][CH:28]=2)[CH:7]=[C:8]2[C:12]=1[NH:11][C:10]([C:13]1[S:14][CH:15]([CH2:18][C:19]([OH:21])=O)[CH2:16][N:17]=1)=[CH:9]2)[CH3:2].[NH4+].O[N:35]1C2C=CC=CC=2N=N1.Cl.C(N=C=NCCCN(C)C)C, predict the reaction product. The product is: [CH2:1]([O:3][C:4]1[CH:5]=[C:6]([O:22][C:23]2[CH:24]=[N:25][C:26]([S:29]([CH3:32])(=[O:31])=[O:30])=[CH:27][CH:28]=2)[CH:7]=[C:8]2[C:12]=1[NH:11][C:10]([C:13]1[S:14][CH:15]([CH2:18][C:19]([NH2:35])=[O:21])[CH2:16][N:17]=1)=[CH:9]2)[CH3:2]. (7) Given the reactants [C:1]([N:4]1[CH2:9][CH2:8][N:7]([C:10]2[CH:15]=[CH:14][C:13]([C:16](=[O:18])[CH3:17])=[CH:12][CH:11]=2)[CH2:6][CH2:5]1)(=[O:3])[CH3:2].[CH:19]([C:21]1[CH:31]=[CH:30][C:24]([CH:25]=[CH:26][C:27]([OH:29])=[O:28])=[CH:23][CH:22]=1)=O.[OH-].[K+], predict the reaction product. The product is: [C:1]([N:4]1[CH2:9][CH2:8][N:7]([C:10]2[CH:15]=[CH:14][C:13]([C:16](=[O:18])/[CH:17]=[CH:19]/[C:21]3[CH:22]=[CH:23][C:24](/[CH:25]=[CH:26]/[C:27]([OH:29])=[O:28])=[CH:30][CH:31]=3)=[CH:12][CH:11]=2)[CH2:6][CH2:5]1)(=[O:3])[CH3:2].